This data is from Catalyst prediction with 721,799 reactions and 888 catalyst types from USPTO. The task is: Predict which catalyst facilitates the given reaction. (1) Reactant: [ClH:1].[C:2]1([NH:8][CH:9]([C:13]2[S:14][CH:15]=[CH:16][CH:17]=2)[C:10]([OH:12])=[O:11])[CH:7]=[CH:6][CH:5]=[CH:4][CH:3]=1.C1CCC(N=C=NC2CCCCC2)CC1.C1C=CC2N(O)N=NC=2C=1.[N:43]12[CH2:50][CH2:49][CH:46]([CH2:47][CH2:48]1)[C@@H:45](O)[CH2:44]2. Product: [ClH:1].[N:43]12[CH2:50][CH2:49][CH:46]([CH2:47][CH2:48]1)[C@@H:45]([O:11][C:10](=[O:12])[CH:9]([NH:8][C:2]1[CH:3]=[CH:4][CH:5]=[CH:6][CH:7]=1)[C:13]1[S:14][CH:15]=[CH:16][CH:17]=1)[CH2:44]2. The catalyst class is: 1. (2) Reactant: [NH2:1][C:2]1[C:3]([F:24])=[CH:4][C:5]([Cl:23])=[C:6]([C:8]2[C:9](=[O:22])[N:10]([CH2:20][CH3:21])[C:11]3[C:16]([CH:17]=2)=[CH:15][N:14]=[C:13]([NH:18][CH3:19])[CH:12]=3)[CH:7]=1.N1C=CC=CC=1.[F:31][C:32]1[CH:37]=[CH:36][CH:35]=[C:34]([N:38]=[C:39]=[O:40])[CH:33]=1. Product: [Cl:23][C:5]1[C:6]([C:8]2[C:9](=[O:22])[N:10]([CH2:20][CH3:21])[C:11]3[C:16]([CH:17]=2)=[CH:15][N:14]=[C:13]([NH:18][CH3:19])[CH:12]=3)=[CH:7][C:2]([NH:1][C:39]([NH:38][C:34]2[CH:35]=[CH:36][CH:37]=[C:32]([F:31])[CH:33]=2)=[O:40])=[C:3]([F:24])[CH:4]=1. The catalyst class is: 1. (3) Reactant: [C:1]12([C:11]3[C:12]([OH:26])=[C:13]([CH:22]=[C:23]([Br:25])[CH:24]=3)[C:14]([C:16]3[CH:21]=[CH:20][CH:19]=[CH:18][CH:17]=3)=[O:15])[CH2:10][CH:5]3[CH2:6][CH:7]([CH2:9][CH:3]([CH2:4]3)[CH2:2]1)[CH2:8]2.C(N(CC)C(C)C)(C)C.[CH3:36][O:37][CH2:38]Cl.C(OCC)(=O)C. Product: [C:1]12([C:11]3[C:12]([O:26][CH2:36][O:37][CH3:38])=[C:13]([CH:22]=[C:23]([Br:25])[CH:24]=3)[C:14]([C:16]3[CH:17]=[CH:18][CH:19]=[CH:20][CH:21]=3)=[O:15])[CH2:2][CH:3]3[CH2:9][CH:7]([CH2:6][CH:5]([CH2:4]3)[CH2:10]1)[CH2:8]2. The catalyst class is: 112. (4) Reactant: Br[C:2]1[CH:3]=[C:4]([NH:8][C@H:9]([C:12]2[CH:17]=[CH:16][CH:15]=[CH:14][CH:13]=2)[CH2:10][OH:11])[CH:5]=[N:6][CH:7]=1.CC1(C)C(C)(C)OB([C:26]2[CH:35]=[CH:34][C:29]3[NH:30][C:31](=[O:33])[S:32][C:28]=3[CH:27]=2)O1.C(=O)([O-])[O-].[K+].[K+]. Product: [OH:11][CH2:10][C@H:9]([NH:8][C:4]1[CH:3]=[C:2]([C:26]2[CH:35]=[CH:34][C:29]3[NH:30][C:31](=[O:33])[S:32][C:28]=3[CH:27]=2)[CH:7]=[N:6][CH:5]=1)[C:12]1[CH:17]=[CH:16][CH:15]=[CH:14][CH:13]=1. The catalyst class is: 108. (5) Reactant: [F:1][C:2]1[CH:3]=[C:4]([CH:8]=[CH:9][CH:10]=1)[C:5]([OH:7])=O.S(Cl)(Cl)=O.[Cl:15][C:16]1[CH:21]=[CH:20][CH:19]=[CH:18][CH:17]=1.[Cl-].[Cl-].[Cl-].[Al+3].Cl. Product: [Cl:15][C:16]1[CH:21]=[CH:20][C:19]([C:5]([C:4]2[CH:8]=[CH:9][CH:10]=[C:2]([F:1])[CH:3]=2)=[O:7])=[CH:18][CH:17]=1. The catalyst class is: 3. (6) Reactant: [Cl:1][CH2:2][CH2:3][CH2:4][O:5][C:6]1[CH:11]=[CH:10][C:9]([S:12](Cl)(=[O:14])=[O:13])=[CH:8][CH:7]=1.[CH2:16]([NH2:21])[C:17]([CH3:20])([CH3:19])[CH3:18].C(N(CC)CC)C.Cl. Product: [Cl:1][CH2:2][CH2:3][CH2:4][O:5][C:6]1[CH:11]=[CH:10][C:9]([S:12]([NH:21][CH2:16][C:17]([CH3:20])([CH3:19])[CH3:18])(=[O:14])=[O:13])=[CH:8][CH:7]=1. The catalyst class is: 2. (7) Reactant: [Br:1][C:2]1[CH:11]=[CH:10][C:5]([C:6]([O:8]C)=[O:7])=[CH:4][C:3]=1[O:12][CH2:13][CH3:14].[OH-].[Li+].Cl. Product: [Br:1][C:2]1[CH:11]=[CH:10][C:5]([C:6]([OH:8])=[O:7])=[CH:4][C:3]=1[O:12][CH2:13][CH3:14]. The catalyst class is: 87.